This data is from NCI-60 drug combinations with 297,098 pairs across 59 cell lines. The task is: Regression. Given two drug SMILES strings and cell line genomic features, predict the synergy score measuring deviation from expected non-interaction effect. (1) Drug 1: C1=CC(=CC=C1CCC2=CNC3=C2C(=O)NC(=N3)N)C(=O)NC(CCC(=O)O)C(=O)O. Drug 2: C1=NC2=C(N1)C(=S)N=CN2. Cell line: A549. Synergy scores: CSS=44.5, Synergy_ZIP=-6.00, Synergy_Bliss=-3.75, Synergy_Loewe=-10.7, Synergy_HSA=0.495. (2) Drug 1: COC1=CC(=CC(=C1O)OC)C2C3C(COC3=O)C(C4=CC5=C(C=C24)OCO5)OC6C(C(C7C(O6)COC(O7)C8=CC=CS8)O)O. Drug 2: C1=NC2=C(N=C(N=C2N1C3C(C(C(O3)CO)O)F)Cl)N. Cell line: HT29. Synergy scores: CSS=63.3, Synergy_ZIP=1.29, Synergy_Bliss=2.45, Synergy_Loewe=0.113, Synergy_HSA=3.87. (3) Drug 1: CC(C)(C#N)C1=CC(=CC(=C1)CN2C=NC=N2)C(C)(C)C#N. Drug 2: CN(C(=O)NC(C=O)C(C(C(CO)O)O)O)N=O. Cell line: MOLT-4. Synergy scores: CSS=-5.81, Synergy_ZIP=0.686, Synergy_Bliss=-2.88, Synergy_Loewe=-6.00, Synergy_HSA=-6.00. (4) Drug 1: C(CN)CNCCSP(=O)(O)O. Drug 2: C1C(C(OC1N2C=NC3=C2NC=NCC3O)CO)O. Cell line: SF-268. Synergy scores: CSS=-1.67, Synergy_ZIP=0.787, Synergy_Bliss=1.17, Synergy_Loewe=-0.719, Synergy_HSA=-0.915.